This data is from Carcinogenicity classification data from Lagunin et al.. The task is: Regression/Classification. Given a drug SMILES string, predict its toxicity properties. Task type varies by dataset: regression for continuous values (e.g., LD50, hERG inhibition percentage) or binary classification for toxic/non-toxic outcomes (e.g., AMES mutagenicity, cardiotoxicity, hepatotoxicity). Dataset: carcinogens_lagunin. (1) The compound is CN(C)[C@@H]1C(O)=C(C(=O)NCNC(CCCCN)C(=O)O)C(=O)[C@@]2(O)C(O)=C3C(=O)c4c(O)cccc4[C@@](C)(O)[C@H]3C[C@@H]12. The result is 0 (non-carcinogenic). (2) The drug is N/N=C1\N=NC=C2C=CC=CC21. The result is 0 (non-carcinogenic). (3) The compound is O=C1OC(CN2CCOCC2)CN1/N=C/c1ccc([N+](=O)[O-])o1. The result is 0 (non-carcinogenic). (4) The compound is C[C@]12N[C@H](Cc3ccccc31)c1ccccc12. The result is 0 (non-carcinogenic). (5) The molecule is NC[C@@H]1O[C@H](O[C@@H]2[C@@H](CO)O[C@@H](O[C@@H]3[C@@H](O)[C@H](N)C[C@H](N)[C@H]3O[C@H]3O[C@H](CN)[C@@H](O)[C@H](O)[C@H]3N)[C@@H]2O)[C@H](N)[C@@H](O)[C@@H]1O. The result is 0 (non-carcinogenic). (6) The molecule is CN1CCC(=C2c3ccccc3Sc3ccccc32)CC1. The result is 0 (non-carcinogenic).